From a dataset of Catalyst prediction with 721,799 reactions and 888 catalyst types from USPTO. Predict which catalyst facilitates the given reaction. (1) Reactant: [CH3:1][Mg]Br.[F:4][C:5]1[C:10]([F:11])=[CH:9][CH:8]=[CH:7][C:6]=1[C@H:12]1[CH2:18][N:17]2[C:19]([CH:22]=[O:23])=[CH:20][N:21]=[C:16]2[C@H:15]([NH:24][C:25](=[O:31])[O:26][C:27]([CH3:30])([CH3:29])[CH3:28])[CH2:14][CH2:13]1. Product: [F:4][C:5]1[C:10]([F:11])=[CH:9][CH:8]=[CH:7][C:6]=1[C@H:12]1[CH2:18][N:17]2[C:19]([CH:22]([OH:23])[CH3:1])=[CH:20][N:21]=[C:16]2[C@H:15]([NH:24][C:25](=[O:31])[O:26][C:27]([CH3:28])([CH3:30])[CH3:29])[CH2:14][CH2:13]1. The catalyst class is: 7. (2) Reactant: [NH2:1][C:2]1[CH:9]=[CH:8][CH:7]=[C:6]([F:10])[C:3]=1[CH2:4][NH2:5].[C:11](OCC)(OCC)(OCC)[CH3:12]. Product: [F:10][C:6]1[CH:7]=[CH:8][CH:9]=[C:2]2[C:3]=1[CH2:4][NH:5][C:11]([CH3:12])=[N:1]2. The catalyst class is: 8. (3) The catalyst class is: 35. Reactant: [CH3:1][N:2]1[C:6]([C:7]2[CH:17]=[CH:16][C:10]3[CH2:11][CH2:12][NH:13][CH2:14][CH2:15][C:9]=3[CH:8]=2)=[CH:5][C:4]([CH3:18])=[N:3]1.Cl[CH2:20][CH2:21][CH2:22][S:23][C:24]1[N:25]([CH3:40])[C:26]([C:29]2[CH:38]=[CH:37][CH:36]=[C:35]3[C:30]=2[CH:31]=[CH:32][C:33]([CH3:39])=[N:34]3)=[N:27][N:28]=1.[I-].[Na+].C(=O)([O-])[O-].[K+].[K+]. Product: [CH3:1][N:2]1[C:6]([C:7]2[CH:17]=[CH:16][C:10]3[CH2:11][CH2:12][N:13]([CH2:20][CH2:21][CH2:22][S:23][C:24]4[N:25]([CH3:40])[C:26]([C:29]5[CH:38]=[CH:37][CH:36]=[C:35]6[C:30]=5[CH:31]=[CH:32][C:33]([CH3:39])=[N:34]6)=[N:27][N:28]=4)[CH2:14][CH2:15][C:9]=3[CH:8]=2)=[CH:5][C:4]([CH3:18])=[N:3]1.